The task is: Predict the product of the given reaction.. This data is from Forward reaction prediction with 1.9M reactions from USPTO patents (1976-2016). (1) The product is: [C:42]([O:45][CH2:46][C:47]1[C:48]([N:62]2[C:74](=[O:75])[C:73]3[S:72][C:71]4[CH2:70][CH2:69][CH2:68][CH2:67][C:66]=4[C:65]=3[CH2:64][CH2:63]2)=[CH:49][C:50]([F:39])=[CH:51][C:52]=1[C:77]1[CH:78]=[C:79]([NH:85][C:86]2[CH:91]=[CH:90][C:89]([N:92]3[CH2:97][CH2:96][N:95]([CH:98]([CH3:100])[CH3:99])[CH2:94][CH2:93]3)=[CH:88][N:87]=2)[C:80](=[O:84])[N:81]([CH3:83])[CH:82]=1)(=[O:44])[CH3:43]. Given the reactants C(OCC1C(N2CCN3C4CCCCC=4C=C3C2=O)=CC=CC=1C1C=C(NC2C=CC([F:39])=CN=2)C(=O)N(C)C=1)(=O)C.[C:42]([O:45][CH2:46][C:47]1[C:52](B2OC(C)(C)C(C)(C)O2)=[CH:51][CH:50]=[CH:49][C:48]=1[N:62]1[C:74](=[O:75])[C:73]2[S:72][C:71]3[CH2:70][CH2:69][CH2:68][CH2:67][C:66]=3[C:65]=2[CH2:64][CH2:63]1)(=[O:44])[CH3:43].Br[C:77]1[CH:78]=[C:79]([NH:85][C:86]2[CH:91]=[CH:90][C:89]([N:92]3[CH2:97][CH2:96][N:95]([CH:98]([CH3:100])[CH3:99])[CH2:94][CH2:93]3)=[CH:88][N:87]=2)[C:80](=[O:84])[N:81]([CH3:83])[CH:82]=1, predict the reaction product. (2) Given the reactants [C:1]([O-])(=O)[CH:2]=C.[CH2:6]=[C:7]([O:10][Si:11]([CH3:14])([CH3:13])[CH3:12])[CH:8]=[CH2:9], predict the reaction product. The product is: [C:7]1([O:10][Si:11]([CH3:14])([CH3:13])[CH3:12])[CH2:6][CH2:2][CH2:1][CH2:9][CH:8]=1. (3) Given the reactants C([O:3][C:4](=[O:28])[CH2:5][S:6][C:7]1[S:11][C:10]([NH:12][C:13]([N:15]([CH:22]2[CH2:27][CH2:26][CH2:25][CH2:24][CH2:23]2)[CH:16]2[CH2:21][CH2:20][NH:19][CH2:18][CH2:17]2)=[O:14])=[N:9][CH:8]=1)C.C(N1CCCCC1=O)(OC(C)(C)C)=O.C1(N)CCCCC1.[CH3:50][N:51]([CH3:56])[S:52](Cl)(=[O:54])=[O:53], predict the reaction product. The product is: [CH:22]1([N:15]([CH:16]2[CH2:21][CH2:20][N:19]([S:52](=[O:54])(=[O:53])[N:51]([CH3:56])[CH3:50])[CH2:18][CH2:17]2)[C:13](=[O:14])[NH:12][C:10]2[S:11][C:7]([S:6][CH2:5][C:4]([OH:3])=[O:28])=[CH:8][N:9]=2)[CH2:27][CH2:26][CH2:25][CH2:24][CH2:23]1. (4) The product is: [CH3:1][C:2]1[CH:7]=[CH:6][N:5]=[CH:4][C:3]=1[O:8][C:9]1[C:18]([C:17]([NH:16][CH2:20][C:21]2[CH:22]=[CH:23][C:24]([O:27][CH3:28])=[CH:25][CH:26]=2)=[O:19])=[C:13]([NH:14][C:30]2[CH:35]=[CH:34][C:33]([I:36])=[CH:32][C:31]=2[F:37])[N:12]([CH3:38])[C:11](=[O:39])[CH:10]=1. Given the reactants [CH3:1][C:2]1[CH:7]=[CH:6][N:5]=[CH:4][C:3]=1[O:8][C:9]1[C:18]2[C:17](=[O:19])[N:16]([CH2:20][C:21]3[CH:26]=[CH:25][C:24]([O:27][CH3:28])=[CH:23][CH:22]=3)C(=O)[N:14]([C:30]3[CH:35]=[CH:34][C:33]([I:36])=[CH:32][C:31]=3[F:37])[C:13]=2[N:12]([CH3:38])[C:11](=[O:39])[CH:10]=1.[OH-].[Li+].C(OCC)(=O)C, predict the reaction product.